Dataset: Reaction yield outcomes from USPTO patents with 853,638 reactions. Task: Predict the reaction yield, written as a fraction of the theoretical maximum amount of product (1.0 means a 100% yield; for example, 0.34 means a 34% yield). (1) The reactants are [CH:1]([O:4][C:5]1[CH:13]=[CH:12][C:11]([C:14]#[C:15][C:16]2[CH:21]=[CH:20][CH:19]=[CH:18][CH:17]=2)=[CH:10][C:6]=1[C:7]([OH:9])=O)([CH3:3])[CH3:2].[CH3:22][O:23][C:24](=[O:38])[C:25]([NH2:37])([CH3:36])[CH2:26][C:27]1[C:35]2[C:30](=[CH:31][CH:32]=[CH:33][CH:34]=2)[NH:29][CH:28]=1.C1C=CC2N(O)N=NC=2C=1.CCN=C=NCCCN(C)C. The catalyst is CN(C=O)C.O. The product is [CH3:22][O:23][C:24](=[O:38])[C:25]([NH:37][C:7](=[O:9])[C:6]1[CH:10]=[C:11]([C:14]#[C:15][C:16]2[CH:21]=[CH:20][CH:19]=[CH:18][CH:17]=2)[CH:12]=[CH:13][C:5]=1[O:4][CH:1]([CH3:2])[CH3:3])([CH3:36])[CH2:26][C:27]1[C:35]2[C:30](=[CH:31][CH:32]=[CH:33][CH:34]=2)[NH:29][CH:28]=1. The yield is 0.790. (2) The reactants are [CH3:1][C:2]([NH2:10])([C:4]1[CH:9]=[CH:8][CH:7]=[CH:6][N:5]=1)[CH3:3].[CH3:11][C:12]1[C:13]([CH:19]=O)=[N:14][CH:15]=[C:16]([CH3:18])[CH:17]=1.[BH-](OC(C)=O)(OC(C)=O)OC(C)=O.[Na+]. The catalyst is C(Cl)Cl. The product is [CH3:11][C:12]1[C:13]([CH2:19][NH:10][C:2]([CH3:3])([C:4]2[CH:9]=[CH:8][CH:7]=[CH:6][N:5]=2)[CH3:1])=[N:14][CH:15]=[C:16]([CH3:18])[CH:17]=1. The yield is 0.360. (3) The reactants are [OH:1][CH2:2][CH2:3][C:4]1[CH:9]=[CH:8][C:7]([CH:10]=[CH:11][N:12]2[C:20](=[O:21])[C:19]3[C:14](=[CH:15][CH:16]=[CH:17][CH:18]=3)[C:13]2=[O:22])=[CH:6][CH:5]=1. The catalyst is C(OCC)(=O)C.[Cl-].C1(P(C2C=CC=CC=2)C2C=CC=CC=2)C=CC=CC=1.C1(P(C2C=CC=CC=2)C2C=CC=CC=2)C=CC=CC=1.C1(P(C2C=CC=CC=2)C2C=CC=CC=2)C=CC=CC=1.[Rh+3].[Cl-].[Cl-]. The product is [OH:1][CH2:2][CH2:3][C:4]1[CH:5]=[CH:6][C:7]([CH2:10][CH2:11][N:12]2[C:13](=[O:22])[C:14]3[C:19](=[CH:18][CH:17]=[CH:16][CH:15]=3)[C:20]2=[O:21])=[CH:8][CH:9]=1. The yield is 0.850. (4) The reactants are [Cl:1][C:2]1[CH:3]=[C:4]([C:9]2[S:10][CH:11]=[C:12]([C:15]([CH3:17])=O)[C:13]=2[OH:14])[CH:5]=[CH:6][C:7]=1[Cl:8].[N:18]1([NH:24][C:25]([C:27]2[S:28][C:29]([C:32]([NH:34][NH2:35])=[O:33])=[CH:30][CH:31]=2)=[O:26])[CH2:23][CH2:22][CH2:21][CH2:20][CH2:19]1.O. The catalyst is CS(C)=O. The product is [N:18]1([NH:24][C:25]([C:27]2[S:28][C:29]([C:32]([NH:34][N:35]=[C:15]([C:12]3[C:13]([OH:14])=[C:9]([C:4]4[CH:5]=[CH:6][C:7]([Cl:8])=[C:2]([Cl:1])[CH:3]=4)[S:10][CH:11]=3)[CH3:17])=[O:33])=[CH:30][CH:31]=2)=[O:26])[CH2:23][CH2:22][CH2:21][CH2:20][CH2:19]1. The yield is 0.870. (5) The yield is 0.640. The catalyst is ClCCl. The reactants are [N:1]([CH2:4][CH2:5][NH:6][C:7](=[O:21])[CH2:8]CCCCCCCCCCCC)=[N+:2]=[N-:3].[C:22]1([S:28]CC(Cl)=O)[CH:27]=[CH:26][CH:25]=[CH:24][CH:23]=1.N(CCN)=[N+]=[N-].C(N(CC)CC)C. The product is [N:1]([CH2:4][CH2:5][NH:6][C:7](=[O:21])[CH2:8][S:28][C:22]1[CH:27]=[CH:26][CH:25]=[CH:24][CH:23]=1)=[N+:2]=[N-:3]. (6) The reactants are [Cl:1][C:2]1[N:3]=[N:4][C:5]([Cl:9])=[CH:6][C:7]=1Cl.[NH:10]1[CH2:15][CH2:14][O:13][CH2:12][CH2:11]1. The catalyst is CCO. The product is [Cl:1][C:2]1[N:3]=[N:4][C:5]([Cl:9])=[CH:6][C:7]=1[N:10]1[CH2:15][CH2:14][O:13][CH2:12][CH2:11]1. The yield is 0.860. (7) The reactants are [H-].[Al+3].[Li+].[H-].[H-].[H-].[Cl:7][C:8]1[C:26]2[C:21](=[CH:22][CH:23]=[CH:24][CH:25]=2)[C:11]2[O:12][CH:13]([CH2:15][NH:16][C:17](=O)OC)[CH2:14][C:10]=2[CH:9]=1.Cl. The catalyst is O1CCCC1. The product is [Cl:7][C:8]1[C:26]2[C:21](=[CH:22][CH:23]=[CH:24][CH:25]=2)[C:11]2[O:12][CH:13]([CH2:15][NH:16][CH3:17])[CH2:14][C:10]=2[CH:9]=1. The yield is 0.200.